From a dataset of Forward reaction prediction with 1.9M reactions from USPTO patents (1976-2016). Predict the product of the given reaction. Given the reactants [Cl:1][C:2]1[CH:7]=[C:6]([F:8])[CH:5]=[CH:4][C:3]=1Br.[Mg].[C:11]([CH:13]1[CH2:15][CH:14]1[C:16](N(OC)C)=[O:17])#[N:12], predict the reaction product. The product is: [Cl:1][C:2]1[CH:7]=[C:6]([F:8])[CH:5]=[CH:4][C:3]=1[C:16]([CH:14]1[CH2:15][CH:13]1[C:11]#[N:12])=[O:17].